From a dataset of Catalyst prediction with 721,799 reactions and 888 catalyst types from USPTO. Predict which catalyst facilitates the given reaction. (1) Reactant: [C:1]1([S:7]([NH:10][C:11]([C:13]2[N:18]=[C:17]3[N:19]([CH2:23][C:24]4[CH:29]=[CH:28][C:27]([N+:30]([O-])=O)=[CH:26][C:25]=4[Cl:33])[C:20]([CH3:22])=[N:21][C:16]3=[CH:15][CH:14]=2)=[O:12])(=[O:9])=[O:8])[CH:6]=[CH:5][CH:4]=[CH:3][CH:2]=1.C(O)(=O)C. Product: [NH2:30][C:27]1[CH:28]=[CH:29][C:24]([CH2:23][N:19]2[C:17]3=[N:18][C:13]([C:11](=[O:12])[NH:10][S:7]([C:1]4[CH:6]=[CH:5][CH:4]=[CH:3][CH:2]=4)(=[O:8])=[O:9])=[CH:14][CH:15]=[C:16]3[N:21]=[C:20]2[CH3:22])=[C:25]([Cl:33])[CH:26]=1. The catalyst class is: 8. (2) Reactant: [NH2:1][C:2]1[C:9]([OH:10])=[C:8]([F:11])[C:7]([C:12]2[CH:17]=[CH:16][CH:15]=[CH:14][CH:13]=2)=[C:6]([CH3:18])[C:3]=1[C:4]#[N:5].C(N(CC)CC)C.[CH:26]1([C:31](Cl)=[O:32])[CH2:30][CH2:29][CH2:28][CH2:27]1.C(O)(=O)CC(CC(O)=O)(C(O)=O)O. Product: [CH:26]1([C:31]([O:10][C:9]2[C:8]([F:11])=[C:7]([C:12]3[CH:13]=[CH:14][CH:15]=[CH:16][CH:17]=3)[C:6]([CH3:18])=[C:3]([C:4]#[N:5])[C:2]=2[NH2:1])=[O:32])[CH2:30][CH2:29][CH2:28][CH2:27]1. The catalyst class is: 10.